Dataset: Forward reaction prediction with 1.9M reactions from USPTO patents (1976-2016). Task: Predict the product of the given reaction. (1) Given the reactants [F:1][C:2]([F:40])([F:39])[C:3]1[CH:4]=[C:5]([CH:32]=[C:33]([C:35]([F:38])([F:37])[F:36])[CH:34]=1)[CH2:6][N:7]1[CH2:14][CH2:13][CH2:12][N:11]([CH3:15])[C:10]2[N:16]=[C:17](S(C)(=O)=O)[N:18]=[C:19]([C:20]3[CH:25]=[CH:24][CH:23]=[CH:22][C:21]=3[CH3:26])[C:9]=2[C:8]1=[O:31].[NH:41]1[CH2:46][CH2:45][O:44][CH2:43][CH2:42]1, predict the reaction product. The product is: [F:1][C:2]([F:40])([F:39])[C:3]1[CH:4]=[C:5]([CH:32]=[C:33]([C:35]([F:38])([F:37])[F:36])[CH:34]=1)[CH2:6][N:7]1[CH2:14][CH2:13][CH2:12][N:11]([CH3:15])[C:10]2[N:16]=[C:17]([N:41]3[CH2:46][CH2:45][O:44][CH2:43][CH2:42]3)[N:18]=[C:19]([C:20]3[CH:25]=[CH:24][CH:23]=[CH:22][C:21]=3[CH3:26])[C:9]=2[C:8]1=[O:31]. (2) Given the reactants Br[C:2]1[CH:3]=[N:4][C:5]([Cl:8])=[N:6][CH:7]=1.C([Sn](CCCC)(CCCC)[C:14]([O:16][CH2:17][CH3:18])=[CH2:15])CCC.[F-].[K+], predict the reaction product. The product is: [Cl:8][C:5]1[N:4]=[CH:3][C:2]([C:14]([O:16][CH2:17][CH3:18])=[CH2:15])=[CH:7][N:6]=1. (3) The product is: [F:1][C:2]1[CH:11]=[CH:10][C:5]2[S:6][C:7]([I:17])=[C:8]([CH3:9])[C:4]=2[CH:3]=1. Given the reactants [F:1][C:2]1[CH:11]=[CH:10][C:5]2[S:6][CH:7]=[C:8]([CH3:9])[C:4]=2[CH:3]=1.C([Li])CCC.[I:17]I, predict the reaction product. (4) Given the reactants C([C@H]1COC(=O)N1[C:14](=[O:44])[CH2:15][C@H:16]([C:39]1[CH:43]=[CH:42][O:41][N:40]=1)[C:17]1[CH:22]=[CH:21][C:20]([O:23][CH2:24][CH:25]([O:28][C:29]2[CH:34]=[CH:33][C:32]([C:35]([F:38])([F:37])[F:36])=[CH:31][CH:30]=2)[CH2:26][CH3:27])=[CH:19][CH:18]=1)C1C=CC=CC=1.[OH:45]O.[OH-].[Li+].Cl, predict the reaction product. The product is: [O:41]1[CH:42]=[CH:43][C:39]([C@H:16]([C:17]2[CH:18]=[CH:19][C:20]([O:23][CH2:24][CH:25]([O:28][C:29]3[CH:30]=[CH:31][C:32]([C:35]([F:36])([F:37])[F:38])=[CH:33][CH:34]=3)[CH2:26][CH3:27])=[CH:21][CH:22]=2)[CH2:15][C:14]([OH:44])=[O:45])=[N:40]1. (5) Given the reactants [S:1]1[CH:5]=[CH:4][CH:3]=[C:2]1[N:6]([C:8]([O:10][C:11]([CH3:14])([CH3:13])[CH3:12])=[O:9])[NH2:7].C(N(CC)CC)C.[Cl:22][C:23]1[CH:31]=[CH:30][C:26]([C:27](Cl)=[O:28])=[CH:25][CH:24]=1, predict the reaction product. The product is: [Cl:22][C:23]1[CH:31]=[CH:30][C:26]([C:27]([NH:7][N:6]([C:2]2[S:1][CH:5]=[CH:4][CH:3]=2)[C:8]([O:10][C:11]([CH3:14])([CH3:13])[CH3:12])=[O:9])=[O:28])=[CH:25][CH:24]=1. (6) Given the reactants [CH3:1][N:2]1[CH2:15][CH2:14][C:5]2[NH:6][C:7]3[CH:8]=[CH:9][C:10]([CH3:13])=[CH:11][C:12]=3[C:4]=2[CH2:3]1.[CH3:16][C:17]1[S:18][C:19]([CH:22]=[CH2:23])=[CH:20][CH:21]=1.[OH-].[K+], predict the reaction product. The product is: [CH3:1][N:2]1[CH2:15][CH2:14][C:5]2[N:6]([CH2:23][CH2:22][C:19]3[S:18][C:17]([CH3:16])=[CH:21][CH:20]=3)[C:7]3[CH:8]=[CH:9][C:10]([CH3:13])=[CH:11][C:12]=3[C:4]=2[CH2:3]1.